This data is from Peptide-MHC class I binding affinity with 185,985 pairs from IEDB/IMGT. The task is: Regression. Given a peptide amino acid sequence and an MHC pseudo amino acid sequence, predict their binding affinity value. This is MHC class I binding data. (1) The peptide sequence is DWSGYSGSF. The MHC is HLA-B58:01 with pseudo-sequence HLA-B58:01. The binding affinity (normalized) is 0.0847. (2) The binding affinity (normalized) is 0.250. The MHC is HLA-B40:02 with pseudo-sequence HLA-B40:02. The peptide sequence is HENRMVLASTT. (3) The peptide sequence is YMYQYIQEL. The MHC is HLA-A02:12 with pseudo-sequence HLA-A02:12. The binding affinity (normalized) is 0.936. (4) The peptide sequence is GPMPYMISTY. The MHC is HLA-B51:01 with pseudo-sequence HLA-B51:01. The binding affinity (normalized) is 0. (5) The peptide sequence is TGFDWITDY. The MHC is HLA-A30:02 with pseudo-sequence HLA-A30:02. The binding affinity (normalized) is 0.318. (6) The peptide sequence is RRRGACVVY. The MHC is HLA-B57:01 with pseudo-sequence HLA-B57:01. The binding affinity (normalized) is 0.213.